Dataset: Full USPTO retrosynthesis dataset with 1.9M reactions from patents (1976-2016). Task: Predict the reactants needed to synthesize the given product. Given the product [C:1]([C:5]1[CH:6]=[C:7](/[CH:8]=[C:27](/[S:24]([C:19]2[CH:20]=[CH:21][CH:22]=[CH:23][N:18]=2)(=[O:26])=[O:25])\[C:28]#[N:29])[CH:10]=[C:11]([C:14]([CH3:17])([CH3:16])[CH3:15])[C:12]=1[OH:13])([CH3:4])([CH3:3])[CH3:2], predict the reactants needed to synthesize it. The reactants are: [C:1]([C:5]1[CH:6]=[C:7]([CH:10]=[C:11]([C:14]([CH3:17])([CH3:16])[CH3:15])[C:12]=1[OH:13])[CH:8]=O)([CH3:4])([CH3:3])[CH3:2].[N:18]1[CH:23]=[CH:22][CH:21]=[CH:20][C:19]=1[S:24]([CH2:27][C:28]#[N:29])(=[O:26])=[O:25].